Dataset: Full USPTO retrosynthesis dataset with 1.9M reactions from patents (1976-2016). Task: Predict the reactants needed to synthesize the given product. Given the product [F:20][C:17]1[CH:18]=[CH:19][C:14]([S:11]([N:5]([CH2:4][C:3]([OH:21])=[O:2])[CH2:6][CH:7]2[CH2:8][O:9][CH2:10]2)(=[O:12])=[O:13])=[CH:15][CH:16]=1, predict the reactants needed to synthesize it. The reactants are: C[O:2][C:3](=[O:21])[CH2:4][N:5]([S:11]([C:14]1[CH:19]=[CH:18][C:17]([F:20])=[CH:16][CH:15]=1)(=[O:13])=[O:12])[CH2:6][CH:7]1[CH2:10][O:9][CH2:8]1.[OH-].[K+].